Dataset: Catalyst prediction with 721,799 reactions and 888 catalyst types from USPTO. Task: Predict which catalyst facilitates the given reaction. (1) Reactant: [Cl:1][C:2]1[CH:7]=[CH:6][CH:5]=[C:4]([F:8])[N:3]=1.C([Li])CCC.Cl[C:15]([O:17][CH3:18])=[O:16]. Product: [Cl:1][C:2]1[CH:7]=[CH:6][C:5]([C:15]([O:17][CH3:18])=[O:16])=[C:4]([F:8])[N:3]=1. The catalyst class is: 7. (2) Reactant: [C:1]([O:7][C:8]([CH3:20])([CH:10]1[C:19]2[C:14](=[CH:15][CH:16]=[CH:17][CH:18]=2)[CH2:13][CH2:12][NH:11]1)[CH3:9])(=[O:6])[C:2]([CH3:5])([CH3:4])[CH3:3].[Cl:21][CH2:22][C:23](Cl)=[O:24]. Product: [C:1]([O:7][C:8]([CH:10]1[C:19]2[C:14](=[CH:15][CH:16]=[CH:17][CH:18]=2)[CH2:13][CH2:12][N:11]1[C:23](=[O:24])[CH2:22][Cl:21])([CH3:20])[CH3:9])(=[O:6])[C:2]([CH3:5])([CH3:3])[CH3:4]. The catalyst class is: 25. (3) Reactant: [Al+3].[Cl-].[Cl-].[Cl-].Cl[C:6]1[C:11]2[CH:12]=[CH:13][CH:14]=[CH:15][C:10]=2[S:9](=[O:17])(=[O:16])[NH:8][N:7]=1.[F:18][C:19]1[CH:20]=[C:21]2[C:25](=[CH:26][CH:27]=1)[NH:24][C:23]([CH3:28])=[CH:22]2. Product: [F:18][C:19]1[CH:20]=[C:21]2[C:25](=[CH:26][CH:27]=1)[NH:24][C:23]([CH3:28])=[C:22]2[C:6]1[C:11]2[CH:12]=[CH:13][CH:14]=[CH:15][C:10]=2[S:9](=[O:17])(=[O:16])[NH:8][N:7]=1. The catalyst class is: 325. (4) Reactant: [Cl:1][C:2]1[CH:3]=[N:4][C:5]([N:12]2[CH2:15][CH:14]([N:16]([CH3:25])[C:17]3[CH:22]=[CH:21][C:20]([F:23])=[CH:19][C:18]=3[CH3:24])[CH2:13]2)=[C:6]([CH:11]=1)[C:7]([O:9]C)=[O:8]. Product: [Cl:1][C:2]1[CH:3]=[N:4][C:5]([N:12]2[CH2:13][CH:14]([N:16]([C:17]3[CH:22]=[CH:21][C:20]([F:23])=[CH:19][C:18]=3[CH3:24])[CH3:25])[CH2:15]2)=[C:6]([CH:11]=1)[C:7]([OH:9])=[O:8]. The catalyst class is: 38. (5) Reactant: [CH3:1][C@@H:2]1[CH2:6][CH2:5][CH2:4][N:3]1[CH2:7][CH2:8][C:9]1[CH:14]=[CH:13][C:12]([C:15]2[CH:20]=[CH:19][C:18]([CH2:21][CH2:22][C:23](O)=[O:24])=[CH:17][CH:16]=2)=[CH:11][CH:10]=1.Cl.[NH2:27][C@@H:28]([CH3:36])[C:29]([O:31][C:32]([CH3:35])([CH3:34])[CH3:33])=[O:30].CN(C(ON1N=NC2C=CC=NC1=2)=[N+](C)C)C.F[P-](F)(F)(F)(F)F.Cl. Product: [CH3:1][C@@H:2]1[CH2:6][CH2:5][CH2:4][N:3]1[CH2:7][CH2:8][C:9]1[CH:14]=[CH:13][C:12]([C:15]2[CH:16]=[CH:17][C:18]([CH2:21][CH2:22][C:23]([NH:27][C@@H:28]([CH3:36])[C:29]([O:31][C:32]([CH3:35])([CH3:34])[CH3:33])=[O:30])=[O:24])=[CH:19][CH:20]=2)=[CH:11][CH:10]=1. The catalyst class is: 841. (6) Reactant: FC(F)(F)C(O)=[O:4].[Cl:8][C:9]1[CH:10]=[C:11]([CH:43]=[CH:44][CH:45]=1)[C:12]([NH:14][C@H:15]1[CH2:19][CH2:18][N:17]([C@H:20]2[CH2:25][CH2:24][C@@H:23]([N:26]([CH:28]([CH3:30])[CH3:29])[CH3:27])[CH2:22][C@H:21]2[CH2:31][S:32]([C:35]2[CH:40]=[CH:39][C:38]([Cl:41])=[CH:37][CH:36]=2)(=[O:34])=[O:33])[C:16]1=[O:42])=[O:13].ClC1C=C(C=CC=1)C(OO)=O. Product: [Cl:8][C:9]1[CH:10]=[C:11]([CH:43]=[CH:44][CH:45]=1)[C:12]([NH+:14]([O-:4])[C@H:15]1[CH2:19][CH2:18][N:17]([C@H:20]2[CH2:25][CH2:24][C@@H:23]([N:26]([CH:28]([CH3:30])[CH3:29])[CH3:27])[CH2:22][C@H:21]2[CH2:31][S:32]([C:35]2[CH:36]=[CH:37][C:38]([Cl:41])=[CH:39][CH:40]=2)(=[O:33])=[O:34])[C:16]1=[O:42])=[O:13]. The catalyst class is: 2. (7) Reactant: [C:1]([O:4][CH2:5][C@@:6]([NH:26][C:27](=[O:29])[CH3:28])([CH3:25])[CH2:7][CH2:8][C:9]1[O:10][C:11]([C:14]#[C:15][CH2:16][CH2:17][CH2:18][C:19]2[CH:24]=[CH:23][CH:22]=[CH:21][CH:20]=2)=[CH:12][CH:13]=1)(=[O:3])[CH3:2]. Product: [C:1]([O:4][CH2:5][C@@:6]([NH:26][C:27](=[O:29])[CH3:28])([CH3:25])[CH2:7][CH2:8][C:9]1[O:10][C:11]([CH2:14][CH2:15][CH2:16][CH2:17][CH2:18][C:19]2[CH:20]=[CH:21][CH:22]=[CH:23][CH:24]=2)=[CH:12][CH:13]=1)(=[O:3])[CH3:2]. The catalyst class is: 19.